Dataset: NCI-60 drug combinations with 297,098 pairs across 59 cell lines. Task: Regression. Given two drug SMILES strings and cell line genomic features, predict the synergy score measuring deviation from expected non-interaction effect. (1) Drug 1: CN(C)C1=NC(=NC(=N1)N(C)C)N(C)C. Drug 2: CC1C(C(CC(O1)OC2CC(CC3=C2C(=C4C(=C3O)C(=O)C5=C(C4=O)C(=CC=C5)OC)O)(C(=O)CO)O)N)O.Cl. Cell line: SNB-19. Synergy scores: CSS=38.7, Synergy_ZIP=-1.23, Synergy_Bliss=-3.48, Synergy_Loewe=-25.5, Synergy_HSA=-1.78. (2) Drug 1: C1CC(C1)(C(=O)O)C(=O)O.[NH2-].[NH2-].[Pt+2]. Drug 2: C1CN(P(=O)(OC1)NCCCl)CCCl. Cell line: BT-549. Synergy scores: CSS=5.92, Synergy_ZIP=1.71, Synergy_Bliss=4.83, Synergy_Loewe=2.18, Synergy_HSA=1.78. (3) Drug 1: C1=CC(=CC=C1C#N)C(C2=CC=C(C=C2)C#N)N3C=NC=N3. Drug 2: CS(=O)(=O)OCCCCOS(=O)(=O)C. Cell line: COLO 205. Synergy scores: CSS=31.9, Synergy_ZIP=-5.94, Synergy_Bliss=-2.42, Synergy_Loewe=4.66, Synergy_HSA=1.68. (4) Drug 1: C1=CC(=CC=C1CCCC(=O)O)N(CCCl)CCCl. Drug 2: CC12CCC3C(C1CCC2O)C(CC4=C3C=CC(=C4)O)CCCCCCCCCS(=O)CCCC(C(F)(F)F)(F)F. Cell line: SF-539. Synergy scores: CSS=16.6, Synergy_ZIP=-2.30, Synergy_Bliss=-5.56, Synergy_Loewe=-5.26, Synergy_HSA=-5.06.